This data is from Catalyst prediction with 721,799 reactions and 888 catalyst types from USPTO. The task is: Predict which catalyst facilitates the given reaction. Reactant: O[C:2]1[CH:7]=[N:6][C:5]([C:8]2[CH:13]=[CH:12][CH:11]=[CH:10][CH:9]=2)=[C:4]([C:14]2[CH:19]=[CH:18][CH:17]=[CH:16][CH:15]=2)[N:3]=1.O=P(Cl)(Cl)[Cl:22]. Product: [Cl:22][C:2]1[CH:7]=[N:6][C:5]([C:8]2[CH:13]=[CH:12][CH:11]=[CH:10][CH:9]=2)=[C:4]([C:14]2[CH:19]=[CH:18][CH:17]=[CH:16][CH:15]=2)[N:3]=1. The catalyst class is: 2.